This data is from Full USPTO retrosynthesis dataset with 1.9M reactions from patents (1976-2016). The task is: Predict the reactants needed to synthesize the given product. (1) The reactants are: [NH:1]1[CH2:5][CH2:4][CH2:3][C:2]1=[O:6].Br[C:8]1[N:13]=[C:12](/[CH:14]=[CH:15]/[C:16]2[N:25]=[C:24]([N:26]([CH3:28])[CH3:27])[C:23]3[C:18](=[CH:19][CH:20]=[C:21]([Cl:29])[CH:22]=3)[N:17]=2)[CH:11]=[CH:10][CH:9]=1. Given the product [Cl:29][C:21]1[CH:22]=[C:23]2[C:18](=[CH:19][CH:20]=1)[N:17]=[C:16](/[CH:15]=[CH:14]/[C:12]1[N:13]=[C:8]([N:1]3[CH2:5][CH2:4][CH2:3][C:2]3=[O:6])[CH:9]=[CH:10][CH:11]=1)[N:25]=[C:24]2[N:26]([CH3:28])[CH3:27], predict the reactants needed to synthesize it. (2) Given the product [CH3:38][NH:39]/[C:27](=[N:28]\[C:29]1[CH:34]=[CH:33][CH:32]=[CH:31][CH:30]=1)/[N:22]1[CH2:23][CH2:24][C:25]2[N:26]=[C:18]([C:16]([NH:15][C:10]3[CH:11]=[CH:12][CH:13]=[CH:14][C:9]=3[NH:8][C:6](=[O:7])[O:5][C:1]([CH3:4])([CH3:3])[CH3:2])=[O:17])[S:19][C:20]=2[CH2:21]1, predict the reactants needed to synthesize it. The reactants are: [C:1]([O:5][C:6]([NH:8][C:9]1[CH:14]=[CH:13][CH:12]=[CH:11][C:10]=1[NH:15][C:16]([C:18]1[S:19][C:20]2[CH2:21][N:22]([C:27](SC)=[N:28][C:29]3[CH:34]=[CH:33][CH:32]=[CH:31][CH:30]=3)[CH2:23][CH2:24][C:25]=2[N:26]=1)=[O:17])=[O:7])([CH3:4])([CH3:3])[CH3:2].Cl.[CH3:38][NH2:39]. (3) Given the product [C:1]([O:5][C:6]([NH:8][C@H:9]([C:23]([O:25][C:11]([CH3:15])([CH3:12])[CH3:10])=[O:24])[CH2:10][C@H:11]([CH2:15][C:16]1[CH:17]=[CH:18][C:19]([O:22][CH2:37][C@H:38]2[C@H:42]([CH2:43][O:44][S:45]([C:48]3[CH:53]=[CH:52][C:51]([CH3:54])=[CH:50][CH:49]=3)(=[O:47])=[O:46])[O:41][C:40]([CH3:56])([CH3:55])[O:39]2)=[CH:20][CH:21]=1)[C:12]([O:14][C:1]([CH3:4])([CH3:3])[CH3:2])=[O:13])=[O:7])([CH3:4])([CH3:2])[CH3:3], predict the reactants needed to synthesize it. The reactants are: [C:1]([O:5][C:6]([NH:8][C@H:9]([C:23]([O-:25])=[O:24])[CH2:10][C@H:11]([CH2:15][C:16]1[CH:21]=[CH:20][C:19]([OH:22])=[CH:18][CH:17]=1)[C:12]([O-:14])=[O:13])=[O:7])([CH3:4])([CH3:3])[CH3:2].CC1C=CC(S(O[CH2:37][C@H:38]2[C@H:42]([CH2:43][O:44][S:45]([C:48]3[CH:53]=[CH:52][C:51]([CH3:54])=[CH:50][CH:49]=3)(=[O:47])=[O:46])[O:41][C:40]([CH3:56])([CH3:55])[O:39]2)(=O)=O)=CC=1.C(=O)([O-])[O-].[K+].[K+].O. (4) Given the product [OH:1][C:2]1[C:7]([C:9]([F:11])([F:10])[F:8])=[CH:6][CH:5]=[CH:4][N:3]=1, predict the reactants needed to synthesize it. The reactants are: [OH:1][C:2]1[CH:7]=[CH:6][CH:5]=[CH:4][N:3]=1.[F:8][C:9](I)([F:11])[F:10].OO. (5) Given the product [F:38][C:14]([F:39])([O:13][C:5]1[CH:6]=[C:7]([NH2:10])[CH:8]=[CH:9][C:4]=1[NH2:1])[CH:15]([F:37])[O:16][C:17]([F:35])([F:36])[C:18]([F:34])([O:23][C:24]([F:32])([F:33])[C:25]([F:30])([F:31])[C:26]([F:28])([F:27])[F:29])[C:19]([F:22])([F:21])[F:20], predict the reactants needed to synthesize it. The reactants are: [N+:1]([C:4]1[CH:9]=[CH:8][C:7]([N+:10]([O-])=O)=[CH:6][C:5]=1[O:13][C:14]([F:39])([F:38])[CH:15]([F:37])[O:16][C:17]([F:36])([F:35])[C:18]([F:34])([O:23][C:24]([F:33])([F:32])[C:25]([F:31])([F:30])[C:26]([F:29])([F:28])[F:27])[C:19]([F:22])([F:21])[F:20])([O-])=O.CO.[H][H]. (6) Given the product [CH:1]1([NH:4][C@@H:5]([C:7]2[CH:12]=[C:11]([O:13][CH3:14])[N:10]=[C:9]([CH2:15][CH2:16][CH2:17][NH:18][C:19](=[O:22])[O:20][CH3:21])[CH:8]=2)[CH3:6])[CH2:3][CH2:2]1, predict the reactants needed to synthesize it. The reactants are: [CH:1]1([N:4]=[C:5]([C:7]2[CH:12]=[C:11]([O:13][CH3:14])[N:10]=[C:9]([CH2:15][CH2:16][CH2:17][NH:18][C:19](=[O:22])[O:20][CH3:21])[CH:8]=2)[CH3:6])[CH2:3][CH2:2]1.[C@H]1(N(C)C(C2C=CC=CN=2)=O)CCCC[C@@H]1N(C)C(C1C=CC=CN=1)=O.Cl[SiH](Cl)Cl.C(=O)([O-])O.[Na+].C(=O)([O-])[O-].[K+].[K+]. (7) Given the product [F:22][CH:21]([F:23])[C:11]1[N:10]([C:4]2[N:5]=[C:6]([S:8][CH3:9])[N:7]=[C:2]([N:27]3[CH2:26][CH2:25][N:24]([C:30]([O:32][C:33]([CH3:36])([CH3:35])[CH3:34])=[O:31])[CH2:29][CH2:28]3)[CH:3]=2)[C:14]2[CH:15]=[CH:16][CH:17]=[C:18]([O:19][CH3:20])[C:13]=2[N:12]=1, predict the reactants needed to synthesize it. The reactants are: Cl[C:2]1[N:7]=[C:6]([S:8][CH3:9])[N:5]=[C:4]([N:10]2[C:14]3[CH:15]=[CH:16][CH:17]=[C:18]([O:19][CH3:20])[C:13]=3[N:12]=[C:11]2[CH:21]([F:23])[F:22])[CH:3]=1.[N:24]1([C:30]([O:32][C:33]([CH3:36])([CH3:35])[CH3:34])=[O:31])[CH2:29][CH2:28][NH:27][CH2:26][CH2:25]1.